This data is from Catalyst prediction with 721,799 reactions and 888 catalyst types from USPTO. The task is: Predict which catalyst facilitates the given reaction. (1) Reactant: [CH2:1]([N:3]([CH2:36][CH3:37])[CH2:4][CH2:5][CH2:6][NH:7][C:8]1[N:9]=[C:10]([C:27]2[CH:35]=[CH:34][C:30]([C:31]([OH:33])=O)=[CH:29][CH:28]=2)[C:11]2[CH:17]=[CH:16][C:15](=[O:18])[N:14]([C:19]3[C:24]([F:25])=[CH:23][CH:22]=[CH:21][C:20]=3[F:26])[C:12]=2[N:13]=1)[CH3:2].CN(C(ON1N=NC2C=CC=CC1=2)=[N+](C)C)C.F[P-](F)(F)(F)(F)F.C(N(CC)CC)C.[NH2:69][C:70]1[S:71][CH:72]=[CH:73][N:74]=1. Product: [CH2:36]([N:3]([CH2:1][CH3:2])[CH2:4][CH2:5][CH2:6][NH:7][C:8]1[N:9]=[C:10]([C:27]2[CH:28]=[CH:29][C:30]([C:31]([NH:69][C:70]3[S:71][CH:72]=[CH:73][N:74]=3)=[O:33])=[CH:34][CH:35]=2)[C:11]2[CH:17]=[CH:16][C:15](=[O:18])[N:14]([C:19]3[C:20]([F:26])=[CH:21][CH:22]=[CH:23][C:24]=3[F:25])[C:12]=2[N:13]=1)[CH3:37]. The catalyst class is: 3. (2) Reactant: Br[C:2]1[CH:7]=[CH:6][C:5]([C:8]2([OH:19])[CH2:11][N:10]([C:12]([O:14][C:15]([CH3:18])([CH3:17])[CH3:16])=[O:13])[CH2:9]2)=[CH:4][CH:3]=1.[CH3:20][N:21](C)C=O. Product: [C:20]([C:2]1[CH:7]=[CH:6][C:5]([C:8]2([OH:19])[CH2:11][N:10]([C:12]([O:14][C:15]([CH3:18])([CH3:17])[CH3:16])=[O:13])[CH2:9]2)=[CH:4][CH:3]=1)#[N:21]. The catalyst class is: 267.